From a dataset of CYP2C19 inhibition data for predicting drug metabolism from PubChem BioAssay. Regression/Classification. Given a drug SMILES string, predict its absorption, distribution, metabolism, or excretion properties. Task type varies by dataset: regression for continuous measurements (e.g., permeability, clearance, half-life) or binary classification for categorical outcomes (e.g., BBB penetration, CYP inhibition). Dataset: cyp2c19_veith. (1) The molecule is CCc1ccc(-c2csc(NC(=O)C3CCCO3)c2C(=O)OC(C)C)cc1. The result is 1 (inhibitor). (2) The compound is COc1cccc(NC(=O)c2cc(-c3cccnc3)nc3c(Cl)cccc23)c1. The result is 1 (inhibitor). (3) The drug is CC(=O)N1CCc2cc(Br)cc(S(=O)(=O)N3CCN(C(=O)c4ccco4)CC3)c21. The result is 1 (inhibitor). (4) The compound is COc1ccc(-c2ccc(=N)n(CCCC(=O)O)n2)cc1. The result is 1 (inhibitor). (5) The compound is COC(=O)Cc1c(C)nc2nc(NCc3ccccc3OC)[nH]n2c1=O. The result is 0 (non-inhibitor). (6) The compound is COCCn1c(=O)c(-c2ccccc2)nc2cnc(N3CCOCC3)nc21. The result is 0 (non-inhibitor).